The task is: Regression. Given a peptide amino acid sequence and an MHC pseudo amino acid sequence, predict their binding affinity value. This is MHC class I binding data.. This data is from Peptide-MHC class I binding affinity with 185,985 pairs from IEDB/IMGT. (1) The MHC is HLA-B45:01 with pseudo-sequence HLA-B45:01. The binding affinity (normalized) is 0.556. The peptide sequence is METDFLELAM. (2) The peptide sequence is KLLARFLFE. The MHC is HLA-A02:19 with pseudo-sequence HLA-A02:19. The binding affinity (normalized) is 0.0847. (3) The peptide sequence is RARKRGITL. The binding affinity (normalized) is 0.0847. The MHC is HLA-B27:05 with pseudo-sequence HLA-B27:05. (4) The peptide sequence is TIYSHLLLV. The MHC is HLA-A02:06 with pseudo-sequence HLA-A02:06. The binding affinity (normalized) is 0.999. (5) The peptide sequence is RHYKRWPFY. The MHC is HLA-B73:01 with pseudo-sequence HLA-B73:01. The binding affinity (normalized) is 0.0847. (6) The peptide sequence is WSYYCGGLK. The MHC is HLA-A03:01 with pseudo-sequence HLA-A03:01. The binding affinity (normalized) is 0.977.